From a dataset of Catalyst prediction with 721,799 reactions and 888 catalyst types from USPTO. Predict which catalyst facilitates the given reaction. (1) Reactant: [CH3:1][O:2][C:3]1[CH:8]=[CH:7][C:6]([NH:9][C:10](=[O:19])[C:11]2[CH:16]=[CH:15][C:14]([NH2:17])=[CH:13][C:12]=2[NH2:18])=[CH:5][CH:4]=1.N1C=CC=CC=1.[C:26](OC(=O)C)(=[O:28])[CH3:27]. Product: [C:26]([NH:17][C:14]1[CH:15]=[CH:16][C:11]([C:10]([NH:9][C:6]2[CH:7]=[CH:8][C:3]([O:2][CH3:1])=[CH:4][CH:5]=2)=[O:19])=[C:12]([NH2:18])[CH:13]=1)(=[O:28])[CH3:27]. The catalyst class is: 9. (2) Reactant: [OH:1][NH:2]/[C:3](=[N:14]\[H])/[C:4]1[CH:9]=[CH:8][C:7]([C:10]([F:13])([F:12])[F:11])=[CH:6][CH:5]=1.[O:16]=[C:17]1[C:21]([C:28]2[CH:33]=[CH:32][CH:31]=[CH:30][CH:29]=2)([C:22]2[CH:27]=[CH:26][CH:25]=[CH:24][CH:23]=2)[CH2:20][CH2:19][N:18]1[CH2:34][CH2:35][CH2:36][C:37](O)=O.Cl.C(N=C=NCCCN(C)C)C. Product: [C:28]1([C:21]2([C:22]3[CH:23]=[CH:24][CH:25]=[CH:26][CH:27]=3)[CH2:20][CH2:19][N:18]([CH2:34][CH2:35][CH2:36][C:37]3[O:1][N:2]=[C:3]([C:4]4[CH:9]=[CH:8][C:7]([C:10]([F:13])([F:12])[F:11])=[CH:6][CH:5]=4)[N:14]=3)[C:17]2=[O:16])[CH:33]=[CH:32][CH:31]=[CH:30][CH:29]=1. The catalyst class is: 68. (3) The catalyst class is: 1. Product: [CH2:16]([O:17][C:2]1[C:7]([C:8]([F:11])([F:10])[F:9])=[CH:6][C:5]([N+:12]([O-:14])=[O:13])=[CH:4][N:3]=1)[CH3:15]. Reactant: Cl[C:2]1[C:7]([C:8]([F:11])([F:10])[F:9])=[CH:6][C:5]([N+:12]([O-:14])=[O:13])=[CH:4][N:3]=1.[CH3:15][CH2:16][OH:17].[H-].[Na+].O. (4) Reactant: [CH3:1][O:2][CH2:3][CH:4]1[CH2:9][CH2:8][CH:7]([C:10]#[N:11])[CH2:6][CH2:5]1.[H-].[Al+3].[Li+].[H-].[H-].[H-].[OH-].[Na+].O. Product: [CH3:1][O:2][CH2:3][CH:4]1[CH2:9][CH2:8][CH:7]([CH2:10][NH2:11])[CH2:6][CH2:5]1. The catalyst class is: 7.